From a dataset of Reaction yield outcomes from USPTO patents with 853,638 reactions. Predict the reaction yield, written as a fraction of the theoretical maximum amount of product (1.0 means a 100% yield; for example, 0.34 means a 34% yield). (1) The reactants are C([O:5][C:6]([C:8]1[CH:9]=[C:10]([C:26]([NH:28][CH2:29][C:30]2[CH:35]=[CH:34][C:33]([S:36]([CH3:39])(=[O:38])=[O:37])=[CH:32][CH:31]=2)=[O:27])[C:11](=[O:25])[N:12]([C:15]2[CH:20]=[CH:19][CH:18]=[C:17]([C:21]([F:24])([F:23])[F:22])[CH:16]=2)[C:13]=1[CH3:14])=[CH2:7])CCC.C(=O)([O-])O.[Na+]. The catalyst is Cl. The product is [C:6]([C:8]1[CH:9]=[C:10]([C:26]([NH:28][CH2:29][C:30]2[CH:35]=[CH:34][C:33]([S:36]([CH3:39])(=[O:38])=[O:37])=[CH:32][CH:31]=2)=[O:27])[C:11](=[O:25])[N:12]([C:15]2[CH:20]=[CH:19][CH:18]=[C:17]([C:21]([F:24])([F:23])[F:22])[CH:16]=2)[C:13]=1[CH3:14])(=[O:5])[CH3:7]. The yield is 0.510. (2) The reactants are [CH:1]1([CH:4]([CH3:16])[CH2:5][NH:6][C:7]([C:9]2[N:10]=[N:11][C:12]([Cl:15])=[CH:13][CH:14]=2)=[O:8])[CH2:3][CH2:2]1.[NH:17]1[CH2:22][CH2:21][CH:20]([NH:23][C:24]2[CH:29]=[CH:28][CH:27]=[CH:26][C:25]=2[C:30]([F:33])([F:32])[F:31])[CH2:19][CH2:18]1. No catalyst specified. The product is [ClH:15].[CH:1]1([CH:4]([CH3:16])[CH2:5][NH:6][C:7]([C:9]2[N:10]=[N:11][C:12]([N:17]3[CH2:18][CH2:19][CH:20]([NH:23][C:24]4[CH:29]=[CH:28][CH:27]=[CH:26][C:25]=4[C:30]([F:31])([F:32])[F:33])[CH2:21][CH2:22]3)=[CH:13][CH:14]=2)=[O:8])[CH2:3][CH2:2]1. The yield is 0.380.